The task is: Predict the reactants needed to synthesize the given product.. This data is from Full USPTO retrosynthesis dataset with 1.9M reactions from patents (1976-2016). (1) Given the product [N:60]([CH2:27][C:26]1[C:21]2[S:20](=[O:29])(=[O:30])[N:19]=[C:18]([C:15]3[C:16](=[O:17])[N:7]([CH2:6][C:5]4[CH:33]=[CH:34][C:2]([F:1])=[CH:3][CH:4]=4)[CH:8]4[CH:13]([C:14]=3[OH:31])[CH:12]3[CH2:32][CH:9]4[CH2:10][CH2:11]3)[NH:23][C:22]=2[S:24][CH:25]=1)=[N+:61]=[N-:62].[N:60]([CH2:27][C:26]1[C:21]2[S:20](=[O:29])(=[O:30])[N:19]=[C:18]([C:15]3[C:16](=[O:17])[N:7]([CH2:6][C:5]4[CH:33]=[CH:34][C:2]([F:1])=[CH:3][CH:4]=4)[C@@H:8]4[C@H:13]([C:14]=3[OH:31])[C@@H:12]3[CH2:32][C@H:9]4[CH2:10][CH2:11]3)[NH:23][C:22]=2[S:24][CH:25]=1)=[N+:61]=[N-:62], predict the reactants needed to synthesize it. The reactants are: [F:1][C:2]1[CH:34]=[CH:33][C:5]([CH2:6][N:7]2[C:16](=[O:17])[C:15]([C:18]3[NH:23][C:22]4[S:24][CH:25]=[C:26]([CH2:27]O)[C:21]=4[S:20](=[O:30])(=[O:29])[N:19]=3)=[C:14]([OH:31])[C@H:13]3[C@@H:8]2[C@H:9]2[CH2:32][C@@H:12]3[CH2:11][CH2:10]2)=[CH:4][CH:3]=1.N12CCCN=C1CCCCC2.C1(P([N:60]=[N+:61]=[N-:62])(C2C=CC=CC=2)=O)C=CC=CC=1. (2) Given the product [Cl:23][C:20]1[CH:21]=[C:22]2[C:14]([CH2:13][C:12]3[C:11]([F:28])=[CH:10][C:9]([OH:8])=[C:25]([O:26][CH3:27])[CH:24]=3)=[CH:15][NH:16][C:17]2=[N:18][CH:19]=1, predict the reactants needed to synthesize it. The reactants are: C([O:8][C:9]1[C:25]([O:26][CH3:27])=[CH:24][C:12]([CH2:13][C:14]2[C:22]3[C:17](=[N:18][CH:19]=[C:20]([Cl:23])[CH:21]=3)[NH:16][CH:15]=2)=[C:11]([F:28])[CH:10]=1)C1C=CC=CC=1.C(O)(=O)C.